Predict which catalyst facilitates the given reaction. From a dataset of Catalyst prediction with 721,799 reactions and 888 catalyst types from USPTO. Reactant: [Cl:1][C:2]1[N:14]=[C:13](Cl)[CH:12]=[CH:11][C:3]=1[C:4]([O:6][C:7]([CH3:10])([CH3:9])[CH3:8])=[O:5].[F:16][C:17]1[CH:18]=[C:19](B(O)O)[CH:20]=[CH:21][C:22]=1[CH3:23].C(=O)([O-])[O-].[K+].[K+].C1(C)C=CC=CC=1P(C1C=CC=CC=1C)C1C=CC=CC=1C. Product: [Cl:1][C:2]1[N:14]=[C:13]([C:19]2[CH:20]=[CH:21][C:22]([CH3:23])=[C:17]([F:16])[CH:18]=2)[CH:12]=[CH:11][C:3]=1[C:4]([O:6][C:7]([CH3:10])([CH3:9])[CH3:8])=[O:5]. The catalyst class is: 184.